From a dataset of Full USPTO retrosynthesis dataset with 1.9M reactions from patents (1976-2016). Predict the reactants needed to synthesize the given product. (1) Given the product [CH2:47]1[C:42]2([CH2:48][C:38](=[O:56])[CH2:39][C:40]3([CH2:50][CH2:51][O:52][CH2:53][CH2:54]3)[NH:41]2)[CH2:43][CH2:44][O:45][CH2:46]1, predict the reactants needed to synthesize it. The reactants are: O[N:41]1[C:42]2([CH2:43][CH2:44][O:45][CH2:46][CH2:47]2)[CH2:48][CH:38](N2CC(OCCOCCOCCOCCOC)CN([CH:38]3[CH2:48][C:42]4([CH2:47][CH2:46][O:45][CH2:44][CH2:43]4)[N:41](O)[C:40]4([CH2:54][CH2:53][O:52][CH2:51][CH2:50]4)[CH2:39]3)C2=O)[CH2:39][C:40]21[CH2:54][CH2:53][O:52][CH2:51][CH2:50]2.[O:56]1CCC(=O)CC1.[NH4+].[Cl-].Cl. (2) Given the product [NH2:1][CH2:2][CH2:3][C:4]1[CH:5]=[CH:6][C:7]([C:10]2[C:11]3[C:12]4[CH:25]=[CH:24][S:23][C:13]=4[C:14](=[O:22])[NH:15][C:16]=3[CH:17]=[CH:18][C:19]=2[OH:20])=[CH:8][CH:9]=1, predict the reactants needed to synthesize it. The reactants are: [NH2:1][CH2:2][CH2:3][C:4]1[CH:9]=[CH:8][C:7]([C:10]2[C:11]3[C:12]4[CH:25]=[CH:24][S:23][C:13]=4[C:14](=[O:22])[NH:15][C:16]=3[CH:17]=[CH:18][C:19]=2[O:20]C)=[CH:6][CH:5]=1.